Dataset: Full USPTO retrosynthesis dataset with 1.9M reactions from patents (1976-2016). Task: Predict the reactants needed to synthesize the given product. (1) Given the product [CH3:9][N:8]1[CH:7]([C:5]2[CH:4]=[CH:3][CH:2]=[N:1][CH:6]=2)[CH2:12][CH2:11][CH2:10]1, predict the reactants needed to synthesize it. The reactants are: [N:1]1[CH:6]=[C:5]([C@H:7]2[CH2:12][CH2:11][CH2:10][N:8]2[CH3:9])[CH:4]=[CH:3][CH:2]=1.[H-].[Na+]. (2) Given the product [F:18][C:2]([F:1])([C:12]1[CH:17]=[CH:16][CH:15]=[CH:14][CH:13]=1)[C:3]1[CH:4]=[CH:5][C:6]2[O:10][C:9]([C:38]3[CH:53]=[CH:52][C:41]([CH2:42][N:43]4[CH2:46][CH:45]([C:47]([O:49][CH2:50][CH3:51])=[O:48])[CH2:44]4)=[CH:40][C:39]=3[F:54])=[CH:8][C:7]=2[CH:11]=1, predict the reactants needed to synthesize it. The reactants are: [F:1][C:2]([F:18])([C:12]1[CH:17]=[CH:16][CH:15]=[CH:14][CH:13]=1)[C:3]1[CH:4]=[CH:5][C:6]2[O:10][CH:9]=[CH:8][C:7]=2[CH:11]=1.C([Li])CCC.B(OC(C)C)(OC(C)C)OC(C)C.Br[C:38]1[CH:53]=[CH:52][C:41]([CH2:42][N:43]2[CH2:46][CH:45]([C:47]([O:49][CH2:50][CH3:51])=[O:48])[CH2:44]2)=[CH:40][C:39]=1[F:54].FC(F)(C1C=CC=CC=1)C1C=CC2OC(B(O)O)=CC=2C=1. (3) Given the product [CH2:26]([NH:28][C:4]([C:6]1[N:7]=[N:8][C:9]([O:12][CH2:13][C:14]2[C:15]([C:20]3[CH:21]=[CH:22][N:23]=[CH:24][CH:25]=3)=[N:16][O:17][C:18]=2[CH3:19])=[CH:10][CH:11]=1)=[O:5])[CH3:27], predict the reactants needed to synthesize it. The reactants are: C(O[C:4]([C:6]1[N:7]=[N:8][C:9]([O:12][CH2:13][C:14]2[C:15]([C:20]3[CH:25]=[CH:24][N:23]=[CH:22][CH:21]=3)=[N:16][O:17][C:18]=2[CH3:19])=[CH:10][CH:11]=1)=[O:5])C.[CH2:26]([NH2:28])[CH3:27]. (4) The reactants are: Cl.NO.[OH-:4].[K+].[CH3:6][C:7]1[CH:12]=[CH:11][CH:10]=[CH:9][C:8]=1[C:13]1[CH:18]=[CH:17][CH:16]=[CH:15][C:14]=1[CH2:19][C:20]#[N:21].[NH2:22]O.[C:24]([C:30]([O:32]C)=O)#[C:25][C:26]([O:28][CH3:29])=[O:27]. Given the product [CH3:29][O:28][C:26]([C:25]1[N:21]=[C:20]([CH2:19][C:14]2[CH:15]=[CH:16][CH:17]=[CH:18][C:13]=2[C:8]2[CH:9]=[CH:10][CH:11]=[CH:12][C:7]=2[CH3:6])[NH:22][C:30](=[O:32])[C:24]=1[OH:4])=[O:27], predict the reactants needed to synthesize it.